Dataset: Reaction yield outcomes from USPTO patents with 853,638 reactions. Task: Predict the reaction yield, written as a fraction of the theoretical maximum amount of product (1.0 means a 100% yield; for example, 0.34 means a 34% yield). (1) The reactants are [NH2:1][C:2]1[C:3]([C:10]([O:12][CH3:13])=[O:11])=[N:4][C:5]([Br:9])=[C:6]([F:8])[CH:7]=1.[BH4-].[Na+].[F:16][C:17]([F:22])([F:21])[C:18](O)=O. No catalyst specified. The product is [Br:9][C:5]1[N:4]=[C:3]([C:10]([O:12][CH3:13])=[O:11])[C:2]([NH:1][CH2:18][C:17]([F:22])([F:21])[F:16])=[CH:7][C:6]=1[F:8]. The yield is 0.490. (2) The reactants are [CH:1]1([S:4]([NH:7][C:8]([C:10]2([NH:15][C:16]([CH:18]3[CH2:22][CH:21]([O:23][C:24]4[CH:29]=[CH:28][N:27]=[C:26]([C:30]5[CH:35]=[CH:34][CH:33]=[CH:32][CH:31]=5)[N:25]=4)[CH2:20][CH:19]3[C:36]([N:38]([CH2:40][CH2:41][CH2:42][CH2:43][CH:44]=[CH2:45])[CH3:39])=[O:37])=[O:17])[CH2:12][CH:11]2C=C)=[O:9])(=[O:6])=[O:5])[CH2:3][CH2:2]1. The catalyst is CC1C=C(C)C(N2C(=[Ru](Cl)(Cl)=CC3C=CC=CC=3OC(C)C)N(C3C(C)=CC(C)=CC=3C)CC2)=C(C)C=1. The product is [CH3:39][N:38]1[C:36](=[O:37])[CH:19]2[CH:18]([CH2:22][CH:21]([O:23][C:24]3[CH:29]=[CH:28][N:27]=[C:26]([C:30]4[CH:35]=[CH:34][CH:33]=[CH:32][CH:31]=4)[N:25]=3)[CH2:20]2)[C:16](=[O:17])[NH:15][C:10]2([C:8]([NH:7][S:4]([CH:1]3[CH2:2][CH2:3]3)(=[O:5])=[O:6])=[O:9])[CH:11]([CH2:12]2)[CH:45]=[CH:44][CH2:43][CH2:42][CH2:41][CH2:40]1. The yield is 0.160.